This data is from Full USPTO retrosynthesis dataset with 1.9M reactions from patents (1976-2016). The task is: Predict the reactants needed to synthesize the given product. (1) Given the product [Cl:15][C:12]1[CH:13]=[CH:14][C:9]([O:8][CH2:7][C:6]([O:5][C:1]([CH3:4])([CH3:3])[CH3:2])=[O:17])=[C:10]([C:23]2[CH:24]=[CH:25][C:20]([O:19][CH3:18])=[CH:21][CH:22]=2)[CH:11]=1, predict the reactants needed to synthesize it. The reactants are: [C:1]([O:5][C:6](=[O:17])[CH2:7][O:8][C:9]1[CH:14]=[CH:13][C:12]([Cl:15])=[CH:11][C:10]=1Br)([CH3:4])([CH3:3])[CH3:2].[CH3:18][O:19][C:20]1[CH:25]=[CH:24][C:23](B(O)O)=[CH:22][CH:21]=1. (2) Given the product [Br:1][CH2:21][C:18]1[CH:19]=[C:20]2[C:15]([CH:14]=[CH:13][CH:12]=[C:11]2[O:10][CH2:9][CH2:8][O:7][CH3:6])=[CH:16][CH:17]=1, predict the reactants needed to synthesize it. The reactants are: [Br:1][Si](C)(C)C.[CH3:6][O:7][CH2:8][CH2:9][O:10][C:11]1[CH:12]=[CH:13][CH:14]=[C:15]2[C:20]=1[CH:19]=[C:18]([CH2:21]O)[CH:17]=[CH:16]2. (3) Given the product [Br:1][C:2]1[CH:7]=[CH:6][C:5]([NH2:8])=[C:4]([O:11][CH2:12][CH3:13])[CH:3]=1, predict the reactants needed to synthesize it. The reactants are: [Br:1][C:2]1[CH:7]=[CH:6][C:5]([N+:8]([O-])=O)=[C:4]([O:11][CH2:12][CH3:13])[CH:3]=1.[Cl-].[NH4+]. (4) Given the product [N:26]([C:2]1[N:3]=[C:4]([N:13]2[CH2:18][CH2:17][N:16]([C:19]([O:21][C:22]([CH3:25])([CH3:24])[CH3:23])=[O:20])[CH2:15][CH2:14]2)[C:5]2[CH:10]=[C:9]([CH2:11][CH3:12])[S:8][C:6]=2[N:7]=1)=[N+:27]=[N-:28], predict the reactants needed to synthesize it. The reactants are: Cl[C:2]1[N:3]=[C:4]([N:13]2[CH2:18][CH2:17][N:16]([C:19]([O:21][C:22]([CH3:25])([CH3:24])[CH3:23])=[O:20])[CH2:15][CH2:14]2)[C:5]2[CH:10]=[C:9]([CH2:11][CH3:12])[S:8][C:6]=2[N:7]=1.[N-:26]=[N+:27]=[N-:28].[Na+]. (5) The reactants are: Cl.[CH3:2][O:3][C:4](=[O:23])[C@H:5]([CH2:7][C:8]1[CH:13]=[CH:12][C:11]([C:14]2[C:15](=[O:22])[N:16]([CH3:21])[CH:17]=[CH:18][C:19]=2[CH3:20])=[CH:10][CH:9]=1)[NH2:6].[Cl:24][C:25]1[CH:33]=[CH:32][CH:31]=[C:30]([Cl:34])[C:26]=1[C:27](Cl)=[O:28].CCN(C(C)C)C(C)C. Given the product [CH3:2][O:3][C:4](=[O:23])[C@H:5]([CH2:7][C:8]1[CH:9]=[CH:10][C:11]([C:14]2[C:15](=[O:22])[N:16]([CH3:21])[CH:17]=[CH:18][C:19]=2[CH3:20])=[CH:12][CH:13]=1)[NH:6][C:27]([C:26]1[C:25]([Cl:24])=[CH:33][CH:32]=[CH:31][C:30]=1[Cl:34])=[O:28], predict the reactants needed to synthesize it. (6) Given the product [CH3:9][N:10]([C:2]1[S:6][N:5]=[C:4]([CH2:7][Cl:8])[N:3]=1)[CH3:11], predict the reactants needed to synthesize it. The reactants are: Cl[C:2]1[S:6][N:5]=[C:4]([CH2:7][Cl:8])[N:3]=1.[CH3:9][NH:10][CH3:11]. (7) Given the product [CH3:60][C:61]1([CH2:65][NH:66][C:34](=[O:35])[CH2:33][CH:30]2[S:29][C:28]([C:16]3[NH:17][C:18]4[C:14]([CH:15]=3)=[CH:13][C:12]([O:11][C:8]3[CH:9]=[N:10][C:5]([S:2]([CH3:1])(=[O:4])=[O:3])=[CH:6][CH:7]=3)=[CH:20][C:19]=4[O:21][CH:22]3[CH2:23][CH2:24][O:25][CH2:26][CH2:27]3)=[N:32][CH2:31]2)[CH2:64][O:63][CH2:62]1, predict the reactants needed to synthesize it. The reactants are: [CH3:1][S:2]([C:5]1[N:10]=[CH:9][C:8]([O:11][C:12]2[CH:13]=[C:14]3[C:18](=[C:19]([O:21][CH:22]4[CH2:27][CH2:26][O:25][CH2:24][CH2:23]4)[CH:20]=2)[NH:17][C:16]([C:28]2[S:29][CH:30]([CH2:33][C:34](O)=[O:35])[CH2:31][N:32]=2)=[CH:15]3)=[CH:7][CH:6]=1)(=[O:4])=[O:3].O.ON1C2C=CC=CC=2N=N1.Cl.C(N=C=NCCCN(C)C)C.[CH3:60][C:61]1([CH2:65][NH2:66])[CH2:64][O:63][CH2:62]1. (8) Given the product [CH3:13][O:14][Si:15]([O:18][CH3:19])([O:16][CH3:17])[CH2:2][CH2:1][CH:3]1[CH2:8][CH2:7][CH:6]([CH2:9][CH2:10][Si:15]([O:18][CH3:19])([O:16][CH3:17])[O:14][CH3:13])[CH2:5][CH:4]1[CH2:11][CH2:12][Si:15]([O:18][CH3:19])([O:16][CH3:17])[O:14][CH3:13], predict the reactants needed to synthesize it. The reactants are: [CH:1]([CH:3]1[CH2:8][CH2:7][CH:6]([CH:9]=[CH2:10])[CH2:5][CH:4]1[CH:11]=[CH2:12])=[CH2:2].[CH3:13][O:14][SiH:15]([O:18][CH3:19])[O:16][CH3:17]. (9) The reactants are: [Cl:1][C:2]1[CH:16]=[C:15]([Cl:17])[CH:14]=[CH:13][C:3]=1[CH:4]([OH:12])[C:5]1[CH:10]=[CH:9][C:8]([Cl:11])=[CH:7][CH:6]=1.C1(C)C=CC(S(O)(=O)=O)=CC=1.[CH:29]([N:42]1[CH2:45][CH:44](O)[CH2:43]1)([C:36]1[CH:41]=[CH:40][CH:39]=[CH:38][CH:37]=1)[C:30]1[CH:35]=[CH:34][CH:33]=[CH:32][CH:31]=1. Given the product [CH:29]([N:42]1[CH2:45][CH:44]([O:12][CH:4]([C:5]2[CH:10]=[CH:9][C:8]([Cl:11])=[CH:7][CH:6]=2)[C:3]2[CH:13]=[CH:14][C:15]([Cl:17])=[CH:16][C:2]=2[Cl:1])[CH2:43]1)([C:36]1[CH:37]=[CH:38][CH:39]=[CH:40][CH:41]=1)[C:30]1[CH:31]=[CH:32][CH:33]=[CH:34][CH:35]=1, predict the reactants needed to synthesize it. (10) Given the product [N+:8]([C:2]1[CH:7]=[CH:6][CH:5]=[CH:4][CH:3]=1)([O-:11])=[O:9], predict the reactants needed to synthesize it. The reactants are: N[C:2]1[CH:7]=[CH:6][CH:5]=[CH:4][CH:3]=1.[N+:8]([O-:11])(O)=[O:9].